Dataset: Rat liver microsome stability data. Task: Regression/Classification. Given a drug SMILES string, predict its absorption, distribution, metabolism, or excretion properties. Task type varies by dataset: regression for continuous measurements (e.g., permeability, clearance, half-life) or binary classification for categorical outcomes (e.g., BBB penetration, CYP inhibition). Dataset: rlm. (1) The compound is CN(C)c1ccc(-c2csc(N3CCC(C(N)=O)CC3)n2)cc1. The result is 1 (stable in rat liver microsomes). (2) The compound is CCN(CC)CCCC(C)Nc1cc(C=Cc2ccccc2Cl)nc2cc(Cl)ccc12. The result is 1 (stable in rat liver microsomes). (3) The molecule is COc1nccc(-c2nc(Nc3ccc(F)c(F)c3)c3ccccc3n2)c1OC. The result is 1 (stable in rat liver microsomes). (4) The compound is CS(=O)(=O)c1ccc(C(CCNC(=O)c2ccc(OCC(F)(F)F)nc2)c2ccc(F)cc2)cc1. The result is 0 (unstable in rat liver microsomes).